This data is from Peptide-MHC class II binding affinity with 134,281 pairs from IEDB. The task is: Regression. Given a peptide amino acid sequence and an MHC pseudo amino acid sequence, predict their binding affinity value. This is MHC class II binding data. The peptide sequence is GYITTNVLREILKEL. The MHC is DRB3_0101 with pseudo-sequence DRB3_0101. The binding affinity (normalized) is 0.236.